From a dataset of Full USPTO retrosynthesis dataset with 1.9M reactions from patents (1976-2016). Predict the reactants needed to synthesize the given product. (1) Given the product [CH3:1][C:2]1[CH:3]=[C:4]([C:18]2[CH:19]=[C:20]([CH:24]=[CH:25][CH:26]=2)[C:21]([NH:55][CH2:54][CH2:53][N:48]2[CH2:52][CH2:51][CH2:50][CH2:49]2)=[O:23])[O:5][C:6]=1[CH:7]=[C:8]1[C:16]2[C:11](=[CH:12][CH:13]=[CH:14][CH:15]=2)[NH:10][C:9]1=[O:17], predict the reactants needed to synthesize it. The reactants are: [CH3:1][C:2]1[CH:3]=[C:4]([C:18]2[CH:19]=[C:20]([CH:24]=[CH:25][CH:26]=2)[C:21]([OH:23])=O)[O:5][C:6]=1[CH:7]=[C:8]1[C:16]2[C:11](=[CH:12][CH:13]=[CH:14][CH:15]=2)[NH:10][C:9]1=[O:17].C1C=CC2N(O)N=NC=2C=1.CCN=C=NCCCN(C)C.[N:48]1([CH2:53][CH2:54][NH2:55])[CH2:52][CH2:51][CH2:50][CH2:49]1.CCN(C(C)C)C(C)C. (2) Given the product [F:22][C:18]1[CH:17]=[C:16]([C:14]([N:10]2[CH2:11][CH2:12][CH2:13][CH:8]([C:5]3[CH:6]=[CH:7][C:2]([CH3:24])=[CH:3][CH:4]=3)[CH2:9]2)=[O:15])[CH:21]=[CH:20][N:19]=1, predict the reactants needed to synthesize it. The reactants are: Cl[C:2]1[CH:7]=[CH:6][C:5]([CH:8]2[CH2:13][CH2:12][CH2:11][N:10]([C:14]([C:16]3[CH:21]=[CH:20][N:19]=[C:18]([F:22])[CH:17]=3)=[O:15])[CH2:9]2)=[CH:4][CH:3]=1.F[C:24]1C=C(C=CN=1)C(O)=O.Cl.CC1C=CC(C2CCCNC2)=CC=1. (3) Given the product [NH2:24][CH2:23][C:22]1[CH:25]=[CH:26][C:19]([C:17]2[NH:16][C:12]3[N:13]=[CH:14][N:15]=[C:10]([NH:9][C@@H:7]([C:1]4[CH:6]=[CH:5][CH:4]=[CH:3][CH:2]=4)[CH3:8])[C:11]=3[CH:18]=2)=[CH:20][CH:21]=1, predict the reactants needed to synthesize it. The reactants are: [C:1]1([C@H:7]([NH:9][C:10]2[C:11]3[CH:18]=[C:17]([C:19]4[CH:26]=[CH:25][C:22]([C:23]#[N:24])=[CH:21][CH:20]=4)[NH:16][C:12]=3[N:13]=[CH:14][N:15]=2)[CH3:8])[CH:6]=[CH:5][CH:4]=[CH:3][CH:2]=1. (4) Given the product [OH:1][C@@H:2]([C@H:4]1[C:24](=[O:25])[N:6]2[C:7]([C:21]([O:23][CH:32]([O:31][C:29]([O:28][CH3:27])=[O:30])[CH3:33])=[O:22])=[C:8]([S:11]/[CH:12]=[CH:13]\[C:14]3[S:18][CH:17]=[N:16][C:15]=3[CH2:19][OH:20])[C@H:9]([CH3:10])[C@H:5]12)[CH3:3], predict the reactants needed to synthesize it. The reactants are: [OH:1][C@@H:2]([C@H:4]1[C:24](=[O:25])[N:6]2[C:7]([C:21]([O-:23])=[O:22])=[C:8]([S:11]/[CH:12]=[CH:13]\[C:14]3[S:18][CH:17]=[N:16][C:15]=3[CH2:19][OH:20])[C@H:9]([CH3:10])[C@H:5]12)[CH3:3].[Na+].[CH3:27][O:28][C:29]([O:31][CH:32](I)[CH3:33])=[O:30]. (5) Given the product [O:40]=[C:36]1[C:37]2[C:33](=[CH:32][C:31](/[CH:3]=[CH:2]/[C:1]([O:5][CH2:6][CH3:7])=[O:4])=[CH:39][CH:38]=2)[CH2:34][CH2:35]1, predict the reactants needed to synthesize it. The reactants are: [C:1]([O:5][CH2:6][CH3:7])(=[O:4])[CH:2]=[CH2:3].C1(C)C=CC=CC=1P(C1C=CC=CC=1C)C1C=CC=CC=1C.Br[C:31]1[CH:32]=[C:33]2[C:37](=[CH:38][CH:39]=1)[C:36](=[O:40])[CH2:35][CH2:34]2.